This data is from Forward reaction prediction with 1.9M reactions from USPTO patents (1976-2016). The task is: Predict the product of the given reaction. Given the reactants [H-].[Na+].[CH:3]1([OH:7])[CH2:6][CH2:5][CH2:4]1.[C:8]([C:10]1[CH:18]=[CH:17][C:13]([C:14]([OH:16])=[O:15])=[C:12](F)[CH:11]=1)#[N:9], predict the reaction product. The product is: [C:8]([C:10]1[CH:18]=[CH:17][C:13]([C:14]([OH:16])=[O:15])=[C:12]([O:7][CH:3]2[CH2:6][CH2:5][CH2:4]2)[CH:11]=1)#[N:9].